From a dataset of Reaction yield outcomes from USPTO patents with 853,638 reactions. Predict the reaction yield, written as a fraction of the theoretical maximum amount of product (1.0 means a 100% yield; for example, 0.34 means a 34% yield). (1) The reactants are [C:1](/[C:3](/[C:25]1[CH:30]=[CH:29][C:28]([O:31][CH3:32])=[C:27]([O:33][CH3:34])[CH:26]=1)=[CH:4]\[C:5]1[S:9][C:8]([N:10]2[CH2:15][CH2:14][CH:13]([O:16][C:17](=[O:24])[CH2:18][N:19]3[CH2:23][CH2:22][CH2:21][CH2:20]3)[CH2:12][CH2:11]2)=[CH:7][CH:6]=1)#[N:2].[CH3:35][S:36]([OH:39])(=[O:38])=[O:37].CCOCC.CC(O)C. The catalyst is CO. The product is [CH3:35][S:36]([OH:39])(=[O:38])=[O:37].[C:1](/[C:3](/[C:25]1[CH:30]=[CH:29][C:28]([O:31][CH3:32])=[C:27]([O:33][CH3:34])[CH:26]=1)=[CH:4]\[C:5]1[S:9][C:8]([N:10]2[CH2:11][CH2:12][CH:13]([O:16][C:17](=[O:24])[CH2:18][N:19]3[CH2:23][CH2:22][CH2:21][CH2:20]3)[CH2:14][CH2:15]2)=[CH:7][CH:6]=1)#[N:2]. The yield is 0.950. (2) The reactants are [O:1]1[CH2:6][CH2:5][NH:4][C:3]2[N:7]=[CH:8][C:9](/[CH:11]=[CH:12]/[C:13]([OH:15])=O)=[CH:10][C:2]1=2.Cl.O=C1CC2C(=CC=C(/C=C/C(O)=O)C=2)N1.[CH3:32][N:33]1[C:41]2[C:36](=[CH:37][CH:38]=[CH:39][CH:40]=2)[C:35]([CH2:42][NH:43][CH3:44])=[CH:34]1.CC1NC2C(C=1CNC)=CC=CC=2. No catalyst specified. The product is [O:1]1[CH2:6][CH2:5][NH:4][C:3]2[N:7]=[CH:8][C:9](/[CH:11]=[CH:12]/[C:13]([N:43]([CH3:44])[CH2:42][C:35]3[C:36]4[C:41](=[CH:40][CH:39]=[CH:38][CH:37]=4)[N:33]([CH3:32])[CH:34]=3)=[O:15])=[CH:10][C:2]1=2. The yield is 0.820. (3) The reactants are [O:1]=[C:2]([C:15]1[CH:20]=[C:19]([O:21][CH3:22])[C:18]([O:23][CH3:24])=[C:17]([O:25][CH3:26])[CH:16]=1)[CH2:3][C:4]([O:6][C:7]1[CH:12]=[CH:11][CH:10]=[C:9]([O:13][CH3:14])[CH:8]=1)=[O:5].C(NC1C=CC(S([N:40]=[N+:41]=[N-])(=O)=O)=CC=1)(=O)C.C(#N)C. The catalyst is C(N(CC)CC)C. The product is [N+:40](=[C:3]([C:2](=[O:1])[C:15]1[CH:16]=[C:17]([O:25][CH3:26])[C:18]([O:23][CH3:24])=[C:19]([O:21][CH3:22])[CH:20]=1)[C:4]([O:6][C:7]1[CH:12]=[CH:11][CH:10]=[C:9]([O:13][CH3:14])[CH:8]=1)=[O:5])=[N-:41]. The yield is 0.980. (4) The reactants are Cl.[O:2]1P2[O:8][P:9]3[O:11]P(O2)[O:4][P:3]1[O:10]3.[OH2:12]. No catalyst specified. The product is [P:3]([OH:10])([OH:4])[OH:2].[P:9](=[O:11])([OH:12])([OH:10])[OH:8]. The yield is 0.990. (5) The reactants are [CH2:1]([O:3][C:4]([CH:6]1[CH2:11][CH2:10][NH:9][CH2:8][CH2:7]1)=[O:5])[CH3:2].[Cl:12][C:13]1[C:17](Cl)=[N:16][S:15][N:14]=1.Cl. The catalyst is CN(C=O)C. The product is [CH2:1]([O:3][C:4]([CH:6]1[CH2:11][CH2:10][N:9]([C:17]2[C:13]([Cl:12])=[N:14][S:15][N:16]=2)[CH2:8][CH2:7]1)=[O:5])[CH3:2]. The yield is 1.05. (6) The reactants are C(N(CC)CC)C.Cl.[NH2:9][OH:10].[CH2:11]([C:19]1[CH:26]=[CH:25][C:22]([C:23]#[N:24])=[CH:21][CH:20]=1)[CH2:12][CH2:13][CH2:14][CH2:15][CH2:16][CH2:17][CH3:18]. The catalyst is C(O)C. The product is [OH:10]/[N:9]=[C:23](\[NH2:24])/[C:22]1[CH:25]=[CH:26][C:19]([CH2:11][CH2:12][CH2:13][CH2:14][CH2:15][CH2:16][CH2:17][CH3:18])=[CH:20][CH:21]=1. The yield is 0.920.